Dataset: Full USPTO retrosynthesis dataset with 1.9M reactions from patents (1976-2016). Task: Predict the reactants needed to synthesize the given product. (1) Given the product [N:26]([CH2:2][CH2:3][C:4]1[N:5]=[CH:6][C:7]2[C:12]([CH:13]=1)=[CH:11][CH:10]=[CH:9][CH:8]=2)=[N+:27]=[N-:28], predict the reactants needed to synthesize it. The reactants are: O[CH2:2][CH2:3][C:4]1[N:5]=[CH:6][C:7]2[C:12]([CH:13]=1)=[CH:11][CH:10]=[CH:9][CH:8]=2.C(N(CC)CC)C.CS(Cl)(=O)=O.[N-:26]=[N+:27]=[N-:28].[Na+]. (2) Given the product [CH3:18][O:17][C:14]1[CH:15]=[CH:16][C:4]2[CH2:3][CH:2]([CH2:19][C:20]([O:22][CH2:23][CH3:24])=[O:21])[C:8]3[CH:9]=[CH:10][CH:11]=[CH:12][C:7]=3[CH2:6][C:5]=2[CH:13]=1, predict the reactants needed to synthesize it. The reactants are: O[C:2]1([CH2:19][C:20]([O:22][CH2:23][CH3:24])=[O:21])[C:8]2[CH:9]=[CH:10][CH:11]=[CH:12][C:7]=2[CH2:6][C:5]2[CH:13]=[C:14]([O:17][CH3:18])[CH:15]=[CH:16][C:4]=2[CH2:3]1.Cl. (3) Given the product [Cl:17][C:7]1[NH:8][C:4]2[CH:3]=[C:2]([Cl:1])[C:11]([N+:12]([O-:14])=[O:13])=[CH:10][C:5]=2[N:6]=1, predict the reactants needed to synthesize it. The reactants are: [Cl:1][C:2]1[C:11]([N+:12]([O-:14])=[O:13])=[CH:10][C:5]2[NH:6][C:7](=O)[NH:8][C:4]=2[CH:3]=1.P(Cl)(Cl)([Cl:17])=O. (4) Given the product [Br:1][C:2]1[CH:3]=[CH:4][C:5]([S:14]([CH:25]([CH3:26])[CH3:24])(=[O:16])=[O:13])=[N:6][CH:7]=1, predict the reactants needed to synthesize it. The reactants are: [Br:1][C:2]1[CH:3]=[CH:4][C:5](SC(C)C)=[N:6][CH:7]=1.O[O:13][S:14]([O-:16])=O.[K+].C(=O)(O)[O-].[Na+].O1C[CH2:26][CH2:25][CH2:24]1. (5) Given the product [NH2:44][CH2:43][C:38]1[CH:39]=[CH:40][CH:41]=[C:42]2[N:29]([C:27]3[C:28]4[C@H:20]([CH3:19])[CH2:21][CH2:22][C:23]=4[N:24]=[CH:25][N:26]=3)[CH2:30][C:31]3([CH2:36][CH2:35][N:34]([C:9]([O:11][C:12]([CH3:13])([CH3:14])[CH3:15])=[O:10])[CH2:33][CH2:32]3)[C:37]=12, predict the reactants needed to synthesize it. The reactants are: [CH3:13][C:12]([O:11][C:9](O[C:9]([O:11][C:12]([CH3:15])([CH3:14])[CH3:13])=[O:10])=[O:10])([CH3:15])[CH3:14].Cl.Cl.Cl.[CH3:19][C@H:20]1[C:28]2[C:27]([N:29]3[C:42]4[C:37](=[C:38]([CH2:43][NH2:44])[CH:39]=[CH:40][CH:41]=4)[C:31]4([CH2:36][CH2:35][NH:34][CH2:33][CH2:32]4)[CH2:30]3)=[N:26][CH:25]=[N:24][C:23]=2[CH2:22][CH2:21]1.CCN(CC)CC. (6) Given the product [CH3:1][O:2][C:3]1[CH:8]=[CH:7][C:6]([N:9]2[C:14]([C:16]3[CH:17]=[N:18][C:19]([O:22][CH3:23])=[CH:20][CH:21]=3)=[N:13][C:11]([OH:12])=[N:10]2)=[CH:5][CH:4]=1, predict the reactants needed to synthesize it. The reactants are: [CH3:1][O:2][C:3]1[CH:8]=[CH:7][C:6]([N:9]([C:14]([C:16]2[CH:17]=[N:18][C:19]([O:22][CH3:23])=[CH:20][CH:21]=2)=O)[NH:10][C:11]([NH2:13])=[O:12])=[CH:5][CH:4]=1.C(O)C. (7) The reactants are: [CH3:1]C(C)([O-])C.[K+].[Cl:7][C:8]1[CH:9]=[C:10]2[C:14](=[CH:15][CH:16]=1)[C:13](=O)[CH2:12][CH2:11]2.C1CCCCC1. Given the product [Cl:7][C:8]1[CH:9]=[C:10]2[C:14](=[CH:15][CH:16]=1)[C:13](=[CH2:1])[CH2:12][CH2:11]2, predict the reactants needed to synthesize it. (8) Given the product [Cl:8][C:9]1[C:14]([F:15])=[CH:13][CH:12]=[C:11]([Cl:16])[C:10]=1[CH:17]([O:19][C:20]1[C:45]([F:46])=[CH:44][C:23]2[N:24]=[C:25]([NH:27][C:28](=[O:43])[CH2:29][N:30]3[CH2:35][CH2:34][NH:33][CH2:32][CH2:31]3)[S:26][C:22]=2[CH:21]=1)[CH3:18], predict the reactants needed to synthesize it. The reactants are: FC(F)(F)C(O)=O.[Cl:8][C:9]1[C:14]([F:15])=[CH:13][CH:12]=[C:11]([Cl:16])[C:10]=1[CH:17]([O:19][C:20]1[C:45]([F:46])=[CH:44][C:23]2[N:24]=[C:25]([NH:27][C:28](=[O:43])[CH2:29][N:30]3[CH2:35][CH2:34][N:33](C(OC(C)(C)C)=O)[CH2:32][CH2:31]3)[S:26][C:22]=2[CH:21]=1)[CH3:18].C(=O)([O-])O.[Na+].